This data is from Catalyst prediction with 721,799 reactions and 888 catalyst types from USPTO. The task is: Predict which catalyst facilitates the given reaction. (1) Reactant: C([C:4]1[CH:16]=[CH:15][C:14]2[C:13]3[C:8](=[CH:9]C=[CH:11][CH:12]=3)[CH2:7][C:6]=2[CH:5]=1)(=O)C.[OH2:17].O.[Cr](O[Cr]([O-])(=O)=O)([O-])(=O)=O.[Na+].[Na+].C([O:33][C:34](=[O:36])[CH3:35])(=O)C. Product: [C:34]([C:35]1[C:9](=[O:17])[C:8]2[C:13](=[CH:12][CH:11]=1)[C:14]1[C:6](=[CH:5][CH:4]=[CH:16][CH:15]=1)[CH:7]=2)([OH:33])=[O:36]. The catalyst class is: 86. (2) Reactant: C(OC([N:8]1[CH2:32][CH2:31][C:11]2([CH2:15][N:14]([CH2:16][C:17]3[CH:22]=[CH:21][CH:20]=[C:19](CC4C=CC([Cl:30])=CC=4)[CH:18]=3)[CH2:13][CH2:12]2)[CH2:10][CH2:9]1)=O)(C)(C)C.[ClH:33].[O:34]1[CH2:39][CH2:38]OCC1. Product: [ClH:30].[Cl:33][C:10]1[CH:9]=[CH:38][C:39]([O:34][C:19]2[CH:18]=[C:17]([CH:22]=[CH:21][CH:20]=2)[CH2:16][N:14]2[CH2:13][CH2:12][C:11]3([CH2:10][CH2:9][NH:8][CH2:32][CH2:31]3)[CH2:15]2)=[CH:12][CH:11]=1. The catalyst class is: 2. (3) Reactant: [OH:1][C:2]1[CH:9]=[CH:8][C:7]([CH3:10])=[CH:6][C:3]=1[CH:4]=[O:5].Cl.[P:12](Cl)([O:17][CH2:18][CH3:19])([O:14][CH2:15][CH3:16])=[O:13]. Product: [P:12]([O:1][C:2]1[CH:9]=[CH:8][C:7]([CH3:10])=[CH:6][C:3]=1[CH:4]=[O:5])([O:17][CH2:18][CH3:19])([O:14][CH2:15][CH3:16])=[O:13]. The catalyst class is: 236. (4) Reactant: [C:1]([C:5]1[C:13]([OH:14])=[CH:12][C:8]2[CH:9]=[CH:10][O:11][C:7]=2[CH:6]=1)([CH3:4])([CH3:3])[CH3:2]. Product: [C:1]([C:5]1[C:13]([OH:14])=[CH:12][C:8]2[CH2:9][CH2:10][O:11][C:7]=2[CH:6]=1)([CH3:4])([CH3:2])[CH3:3]. The catalyst class is: 285.